Predict which catalyst facilitates the given reaction. From a dataset of Catalyst prediction with 721,799 reactions and 888 catalyst types from USPTO. (1) The catalyst class is: 7. Product: [CH2:1]([O:3][C:4]1[C:8]([CH2:9][CH2:10][CH2:11][O:12][C:28]2[CH:27]=[C:26]([CH2:32][C:33]([OH:35])=[O:34])[CH:25]=[CH:24][C:29]=2[O:30][CH3:31])=[CH:7][N:6]([C:13]2[CH:18]=[CH:17][C:16]([C:19]([F:21])([F:20])[F:22])=[CH:15][N:14]=2)[N:5]=1)[CH3:2]. Reactant: [CH2:1]([O:3][C:4]1[C:8]([CH2:9][CH2:10][CH2:11][OH:12])=[CH:7][N:6]([C:13]2[CH:18]=[CH:17][C:16]([C:19]([F:22])([F:21])[F:20])=[CH:15][N:14]=2)[N:5]=1)[CH3:2].O[C:24]1[CH:25]=[C:26]([CH2:32][C:33]([O:35]CC)=[O:34])[CH:27]=[CH:28][C:29]=1[O:30][CH3:31].C(P(CCCC)CCCC)CCC.N(C(N1CCCCC1)=O)=NC(N1CCCCC1)=O. (2) Reactant: [CH3:1][N:2]([CH3:50])[CH2:3][C:4]([N:6]1[C:14]2[C:9](=[CH:10][C:11]([O:48][CH3:49])=[C:12]([NH:15][C:16]3[N:17]=[C:18]([NH:36][C:37]4[CH:46]=[CH:45][CH:44]=[C:43]([F:47])[C:38]=4[C:39]([NH:41][CH3:42])=[O:40])[C:19]4[C:24]([CH3:25])=[CH:23][N:22](S(C5C=CC(C)=CC=5)(=O)=O)[C:20]=4[N:21]=3)[CH:13]=2)[CH2:8][CH2:7]1)=[O:5].[OH-].[Na+].O. Product: [CH3:50][N:2]([CH3:1])[CH2:3][C:4]([N:6]1[C:14]2[C:9](=[CH:10][C:11]([O:48][CH3:49])=[C:12]([NH:15][C:16]3[NH:21][C:20]4=[N:22][CH:23]=[C:24]([CH3:25])[C:19]4=[C:18]([NH:36][C:37]4[CH:46]=[CH:45][CH:44]=[C:43]([F:47])[C:38]=4[C:39]([NH:41][CH3:42])=[O:40])[N:17]=3)[CH:13]=2)[CH2:8][CH2:7]1)=[O:5]. The catalyst class is: 225.